From a dataset of Full USPTO retrosynthesis dataset with 1.9M reactions from patents (1976-2016). Predict the reactants needed to synthesize the given product. (1) Given the product [NH:10]1[C:3]2[C:2]([C:52]([O:51][CH3:50])=[O:53])=[CH:7][N:6]=[CH:5][C:4]=2[CH:8]=[CH:9]1, predict the reactants needed to synthesize it. The reactants are: Br[C:2]1[C:3]2[N:10](C(OC(C)(C)C)=O)[CH:9]=[CH:8][C:4]=2[CH:5]=[N:6][CH:7]=1.C1(P(C2C=CC=CC=2)CCCP(C2C=CC=CC=2)C2C=CC=CC=2)C=CC=CC=1.CN([CH:50]=[O:51])C.[CH3:52][OH:53]. (2) Given the product [C:8]1(=[O:9])[NH:4][C:5](=[O:14])[C:6]2=[CH:13][CH:12]=[CH:11][CH:10]=[C:7]12, predict the reactants needed to synthesize it. The reactants are: BrCC[N:4]1[C:8](=[O:9])[C:7]2=[CH:10][CH:11]=[CH:12][CH:13]=[C:6]2[C:5]1=[O:14].C(NCC1C=CC=CC=1)C.C(=O)([O-])[O-].[K+].[K+].Cl. (3) Given the product [CH2:1]([O:8][CH2:9][CH2:10][CH2:11][O:12][C:13]1[CH:20]=[C:19]([Cl:21])[CH:18]=[C:15]([CH:16]=[O:17])[C:14]=1[O:22][S:30]([C:33]([F:36])([F:35])[F:34])(=[O:31])=[O:29])[C:2]1[CH:3]=[CH:4][CH:5]=[CH:6][CH:7]=1, predict the reactants needed to synthesize it. The reactants are: [CH2:1]([O:8][CH2:9][CH2:10][CH2:11][O:12][C:13]1[C:14]([OH:22])=[C:15]([CH:18]=[C:19]([Cl:21])[CH:20]=1)[CH:16]=[O:17])[C:2]1[CH:7]=[CH:6][CH:5]=[CH:4][CH:3]=1.N1C=CC=CC=1.[O:29](S(C(F)(F)F)(=O)=O)[S:30]([C:33]([F:36])([F:35])[F:34])(=O)=[O:31]. (4) Given the product [F:14][CH:15]([F:24])[CH:16]([NH:17][C:8]([C:7]1[CH:11]=[CH:12][C:4]([B:1]([OH:2])[OH:3])=[CH:5][C:6]=1[F:13])=[O:10])[C:18]1[CH:23]=[CH:22][CH:21]=[CH:20][CH:19]=1, predict the reactants needed to synthesize it. The reactants are: [B:1]([C:4]1[CH:12]=[CH:11][C:7]([C:8]([OH:10])=O)=[C:6]([F:13])[CH:5]=1)([OH:3])[OH:2].[F:14][CH:15]([F:24])[CH:16]([C:18]1[CH:23]=[CH:22][CH:21]=[CH:20][CH:19]=1)[NH2:17].CCN(C(C)C)C(C)C.C1C=NC2N(O)N=NC=2C=1.C(Cl)CCl.C(O)(=O)CC(CC(O)=O)(C(O)=O)O. (5) Given the product [Cl:1][C:2]1[CH:7]=[C:6]([Cl:8])[CH:5]=[CH:4][C:3]=1[CH2:9][N:10]1[C:11]([OH:31])=[C:12]([C:27]([NH:35][CH:32]([CH3:34])[CH3:33])=[O:29])[C:13]([OH:26])=[C:14]([C:17]([NH:19][CH2:20][C:21]([OH:23])=[O:22])=[O:18])[C:15]1=[O:16], predict the reactants needed to synthesize it. The reactants are: [Cl:1][C:2]1[CH:7]=[C:6]([Cl:8])[CH:5]=[CH:4][C:3]=1[CH2:9][N:10]1[C:15](=[O:16])[C:14]([C:17]([NH:19][CH2:20][C:21]([O:23]CC)=[O:22])=[O:18])=[C:13]([OH:26])[C:12]([C:27]([O:29]C)=O)=[C:11]1[OH:31].[CH:32]([NH2:35])([CH3:34])[CH3:33].